This data is from Reaction yield outcomes from USPTO patents with 853,638 reactions. The task is: Predict the reaction yield, written as a fraction of the theoretical maximum amount of product (1.0 means a 100% yield; for example, 0.34 means a 34% yield). (1) The yield is 0.150. No catalyst specified. The product is [CH3:22][N:21]([CH3:23])[C:19]([C:18]1[CH:24]=[CH:25][C:26]([O:15][C:13]2[C:9]3[CH:10]=[CH:11][O:12][C:8]=3[CH:7]=[C:6]([C:4]([NH:29][C:30]3[CH:35]=[CH:34][C:33]([CH3:36])=[CH:32][N:31]=3)=[O:5])[CH:14]=2)=[CH:27][C:17]=1[F:16])=[O:20]. The reactants are C(O[C:4]([C:6]1[CH:14]=[C:13]([OH:15])[C:9]2[CH:10]=[CH:11][O:12][C:8]=2[CH:7]=1)=[O:5])C.[F:16][C:17]1[CH:27]=[C:26](F)[CH:25]=[CH:24][C:18]=1[C:19]([N:21]([CH3:23])[CH3:22])=[O:20].[NH2:29][C:30]1[CH:35]=[CH:34][C:33]([CH3:36])=[CH:32][N:31]=1. (2) The reactants are [CH2:1]([O:3][C:4]([C:6]1[CH2:10][C:9]([O-:11])=[C:8](C(OC)=O)[C:7]=1[CH2:16][CH3:17])=[O:5])[CH3:2].[Na+].[Cl-].[K+].CC(O)=O.C([O-])(O)=O.[Na+]. The catalyst is O.C1(C)C=CC=CC=1. The product is [CH2:16]([C:7]1[CH:6]([C:4]([O:3][CH2:1][CH3:2])=[O:5])[CH2:10][C:9](=[O:11])[CH:8]=1)[CH3:17]. The yield is 0.690. (3) The reactants are Br.[Br:2][C:3]1[CH:4]=[C:5]([CH2:10]Br)[C:6]([NH2:9])=[N:7][CH:8]=1.[CH3:12][O:13][C:14]([C:16]1([NH2:21])[CH2:20][CH2:19][CH2:18][CH2:17]1)=[O:15].CCN(CC)CC. The catalyst is CN(C=O)C.O. The product is [CH3:12][O:13][C:14]([C:16]1([NH:21][CH2:10][C:5]2[C:6]([NH2:9])=[N:7][CH:8]=[C:3]([Br:2])[CH:4]=2)[CH2:20][CH2:19][CH2:18][CH2:17]1)=[O:15]. The yield is 0.430.